The task is: Regression/Classification. Given a drug SMILES string, predict its absorption, distribution, metabolism, or excretion properties. Task type varies by dataset: regression for continuous measurements (e.g., permeability, clearance, half-life) or binary classification for categorical outcomes (e.g., BBB penetration, CYP inhibition). For this dataset (b3db_regression), we predict Y.. This data is from Blood-brain barrier permeability regression values from the B3DB database. (1) The molecule is CC(C)(C)NCC(COC1=CC=CC2=C1CC(C(C2)O)O)O. The Y is -0.950 log(BB ratio). (2) The drug is CN1[C@@H]2CC[C@H]1CC(C2)OC(=O)C(CO)C3=CC=CC=C3. The Y is -0.0600 log(BB ratio). (3) The molecule is C1=CC(=CC=C1CNC2=NC3=C(C=CC(=C3)C(F)(F)F)N=C2C(=O)O)C(F)(F)F. The Y is -1.57 log(BB ratio). (4) The compound is CC1CC(C(C(/C=C(\C(C(/C=C\C=C(/C(=O)NC2=CC(=O)C(=C(C1)C2=O)NCCN(C)C)\C)OC)OC(=O)N)/C)C)O)OC. The Y is -0.0900 log(BB ratio). (5) The Y is -0.640 log(BB ratio). The compound is CCC(C)N1C(=O)N(C=N1)C2=CC=C(C=C2)N3CCN(CC3)C4=CC=C(C=C4)OC[C@H]5CO[C@](O5)(CN6C=NC=N6)C7=C(C=C(C=C7)Cl)Cl. (6) The compound is CC1=CC(=C(C=C1)NC2=NCCN2)C. The Y is -1.30 log(BB ratio). (7) The drug is C(C(C(C(C(CO)O)O)O)O)O. The Y is -1.60 log(BB ratio).